From a dataset of Full USPTO retrosynthesis dataset with 1.9M reactions from patents (1976-2016). Predict the reactants needed to synthesize the given product. (1) Given the product [C:1]([O:5][C@@H:6]([C:10]1[C:34]([CH3:35])=[CH:33][C:13]2[N:14]=[C:15]([C:17]3[CH:18]=[C:49]4[C:47](=[CH:21][CH:22]=3)[N:48]([CH3:44])[C:71](=[O:90])[CH2:50]4)[S:16][C:12]=2[C:11]=1[C:36]1[CH:37]=[CH:38][C:39]([Cl:42])=[CH:40][CH:41]=1)[C:7]([OH:9])=[O:8])([CH3:4])([CH3:2])[CH3:3], predict the reactants needed to synthesize it. The reactants are: [C:1]([O:5][C@@H:6]([C:10]1[C:34]([CH3:35])=[CH:33][C:13]2[N:14]=[C:15]([C:17]3[CH:22]=[CH:21]N=C(N4CC5C=CN=CC=5C4=O)[CH:18]=3)[S:16][C:12]=2[C:11]=1[C:36]1[CH:41]=[CH:40][C:39]([Cl:42])=[CH:38][CH:37]=1)[C:7]([OH:9])=[O:8])([CH3:4])([CH3:3])[CH3:2].Br[C:44]1SC2C(C3C=CC(Cl)=CC=3)=C([C@H](OC(C)(C)C)C(OCC)=O)[C:50]([CH3:71])=[CH:49][C:47]=2[N:48]=1.N1C2C=CN=CC=2C=C1.C1C2C=CN=CC=2C(=[O:90])N1. (2) Given the product [C:9]12([CH3:17])[C:14]([CH3:15])([CH3:16])[CH:12]([CH2:11][CH2:10]1)[CH2:13][CH:8]2[O:7][C:5](=[O:6])[C:4]1[CH:18]=[C:19]([Cl:23])[C:20]([NH:22][CH2:28][C:27]2[CH:30]=[C:31]([Cl:33])[CH:32]=[C:25]([Cl:24])[C:26]=2[OH:34])=[CH:21][C:3]=1[O:2][CH3:1], predict the reactants needed to synthesize it. The reactants are: [CH3:1][O:2][C:3]1[CH:21]=[C:20]([NH2:22])[C:19]([Cl:23])=[CH:18][C:4]=1[C:5]([O:7][CH:8]1[CH2:13][CH:12]2[C:14]([CH3:16])([CH3:15])[C:9]1([CH3:17])[CH2:10][CH2:11]2)=[O:6].[Cl:24][C:25]1[CH:32]=[C:31]([Cl:33])[CH:30]=[C:27]([CH:28]=O)[C:26]=1[OH:34]. (3) Given the product [F:28][C:24]1[CH:23]=[C:22]([C:21]2[O:18][C:17](/[CH:16]=[CH:15]/[C:5]3[CH:6]=[CH:7][C:8]([N:9]4[CH:13]=[C:12]([CH3:14])[N:11]=[CH:10]4)=[C:3]([O:2][CH3:1])[CH:4]=3)=[N:19][N:20]=2)[CH:27]=[CH:26][CH:25]=1, predict the reactants needed to synthesize it. The reactants are: [CH3:1][O:2][C:3]1[CH:4]=[C:5](/[CH:15]=[CH:16]/[C:17]([NH:19][NH:20][C:21](=O)[C:22]2[CH:27]=[CH:26][CH:25]=[C:24]([F:28])[CH:23]=2)=[O:18])[CH:6]=[CH:7][C:8]=1[N:9]1[CH:13]=[C:12]([CH3:14])[N:11]=[CH:10]1. (4) Given the product [NH2:1][C:2]1[N:7]([C:8]2[CH:9]=[CH:10][C:11]([N:14]([C:31]([NH:30][C:21]3[CH:22]=[C:23]([C:26]([F:27])([F:29])[F:28])[CH:24]=[CH:25][C:20]=3[F:19])=[O:32])[CH3:15])=[CH:12][CH:13]=2)[CH2:6][N:5]=[C:4]2[S:16][CH:17]=[CH:18][C:3]=12, predict the reactants needed to synthesize it. The reactants are: [NH2:1][C:2]1[N:7]([C:8]2[CH:13]=[CH:12][C:11]([NH:14][CH3:15])=[CH:10][CH:9]=2)[CH2:6][N:5]=[C:4]2[S:16][CH:17]=[CH:18][C:3]=12.[F:19][C:20]1[CH:25]=[CH:24][C:23]([C:26]([F:29])([F:28])[F:27])=[CH:22][C:21]=1[N:30]=[C:31]=[O:32].[N-]=C=O. (5) The reactants are: [S:1]1[C:5]2[CH:6]=[CH:7][CH:8]=[CH:9][C:4]=2[N:3]=[CH:2]1.C([Li])CCC.[CH2:15]([Sn:19](Cl)([CH2:24][CH2:25][CH2:26][CH3:27])[CH2:20][CH2:21][CH2:22][CH3:23])[CH2:16][CH2:17][CH3:18]. Given the product [CH2:24]([Sn:19]([CH2:15][CH2:16][CH2:17][CH3:18])([CH2:20][CH2:21][CH2:22][CH3:23])[C:2]1[S:1][C:5]2[CH:6]=[CH:7][CH:8]=[CH:9][C:4]=2[N:3]=1)[CH2:25][CH2:26][CH3:27], predict the reactants needed to synthesize it.